From a dataset of Forward reaction prediction with 1.9M reactions from USPTO patents (1976-2016). Predict the product of the given reaction. (1) Given the reactants [N:1]1([CH2:7][C:8]([OH:10])=O)[CH2:6][CH2:5][O:4][CH2:3][CH2:2]1.CN(C(ON1N=NC2C=CC=NC1=2)=[N+](C)C)C.F[P-](F)(F)(F)(F)F.[NH:35]1[C:43]2[C:38](=[C:39]([C:44]3[CH:45]=[C:46]([NH2:53])[C:47]4[CH:48]=[N:49][NH:50][C:51]=4[CH:52]=3)[CH:40]=[CH:41][CH:42]=2)[CH:37]=[CH:36]1.CCN(C(C)C)C(C)C, predict the reaction product. The product is: [NH:35]1[C:43]2[C:38](=[C:39]([C:44]3[CH:52]=[C:51]4[C:47]([CH:48]=[N:49][NH:50]4)=[C:46]([NH:53][C:8](=[O:10])[CH2:7][N:1]4[CH2:2][CH2:3][O:4][CH2:5][CH2:6]4)[CH:45]=3)[CH:40]=[CH:41][CH:42]=2)[CH:37]=[CH:36]1. (2) Given the reactants C(SC1C=C(CO)C=CC=1)C(C)C.C[O:15][C:16](=O)[C:17]1[CH:22]=[CH:21][CH:20]=[C:19]([S:23]([CH2:25][CH:26]([CH3:28])[CH3:27])=[O:24])[CH:18]=1, predict the reaction product. The product is: [CH3:27][CH:26]([CH3:28])[CH2:25][S:23]([C:19]1[CH:18]=[C:17]([CH2:16][OH:15])[CH:22]=[CH:21][CH:20]=1)=[O:24].